From a dataset of SARS-CoV-2 main protease (3CLPro) crystallographic fragment screen with 879 compounds. Binary Classification. Given a drug SMILES string, predict its activity (active/inactive) in a high-throughput screening assay against a specified biological target. (1) The drug is CN1CCN(c2ccc(C#N)cc2)CC1. The result is 0 (inactive). (2) The molecule is O=C(CN1CCCC1)Nc1cccc(Cl)c1. The result is 0 (inactive). (3) The molecule is c1cnc(NC2CCCCCC2)nc1. The result is 0 (inactive). (4) The molecule is CCC(=O)Nc1nc(C)cs1. The result is 0 (inactive). (5) The molecule is Cn1ccc(NCc2ccccc2)n1. The result is 0 (inactive).